Dataset: Peptide-MHC class I binding affinity with 185,985 pairs from IEDB/IMGT. Task: Regression. Given a peptide amino acid sequence and an MHC pseudo amino acid sequence, predict their binding affinity value. This is MHC class I binding data. (1) The peptide sequence is KSALNDFDF. The MHC is HLA-B58:01 with pseudo-sequence HLA-B58:01. The binding affinity (normalized) is 0.696. (2) The peptide sequence is YSQGAFTPL. The MHC is HLA-A11:01 with pseudo-sequence HLA-A11:01. The binding affinity (normalized) is 0.213. (3) The peptide sequence is LVIKALLEV. The MHC is H-2-Db with pseudo-sequence H-2-Db. The binding affinity (normalized) is 0. (4) The peptide sequence is KPNTWCLRCL. The MHC is HLA-B53:01 with pseudo-sequence HLA-B53:01. The binding affinity (normalized) is 0.279. (5) The peptide sequence is FIFGKMGAG. The MHC is HLA-B27:05 with pseudo-sequence HLA-B27:05. The binding affinity (normalized) is 0.0847.